Dataset: Reaction yield outcomes from USPTO patents with 853,638 reactions. Task: Predict the reaction yield, written as a fraction of the theoretical maximum amount of product (1.0 means a 100% yield; for example, 0.34 means a 34% yield). (1) The reactants are Br[C:2]1[N:3]=[C:4]([C:23]2[O:24][C:25]([C:28]3[CH:33]=[CH:32][CH:31]=[CH:30][CH:29]=3)=[N:26][N:27]=2)[C:5]([N:8]([C:16]([O:18][C:19]([CH3:22])([CH3:21])[CH3:20])=[O:17])[C:9](=[O:15])[O:10][C:11]([CH3:14])([CH3:13])[CH3:12])=[N:6][CH:7]=1.N1C=CC=[CH:36][CH:35]=1.C(B1OB(C=C)OB(C=C)O1)=C.C([O-])([O-])=O.[K+].[K+]. The catalyst is C1(C)C=CC=CC=1.C(O)C.C1C=CC([P]([Pd]([P](C2C=CC=CC=2)(C2C=CC=CC=2)C2C=CC=CC=2)([P](C2C=CC=CC=2)(C2C=CC=CC=2)C2C=CC=CC=2)[P](C2C=CC=CC=2)(C2C=CC=CC=2)C2C=CC=CC=2)(C2C=CC=CC=2)C2C=CC=CC=2)=CC=1. The product is [C:11]([O:10][C:9]([N:8]([C:5]1[C:4]([C:23]2[O:24][C:25]([C:28]3[CH:33]=[CH:32][CH:31]=[CH:30][CH:29]=3)=[N:26][N:27]=2)=[N:3][C:2]([CH:35]=[CH2:36])=[CH:7][N:6]=1)[C:16](=[O:17])[O:18][C:19]([CH3:22])([CH3:21])[CH3:20])=[O:15])([CH3:14])([CH3:13])[CH3:12]. The yield is 1.00. (2) The reactants are C(OC([N:8]1[CH2:37][CH2:36][N:11]2[C:12](=[O:35])[C:13]3[C:18]([C@@H:10]2[CH2:9]1)=[CH:17][C:16]([C:19]1[CH:24]=[CH:23][C:22]([O:25][C:26]([F:29])([F:28])[F:27])=[CH:21][C:20]=1[CH3:30])=[CH:15][C:14]=3[C:31]([F:34])([F:33])[F:32])=O)(C)(C)C.[ClH:38]. The catalyst is C(OCC)C. The product is [ClH:38].[CH3:30][C:20]1[CH:21]=[C:22]([O:25][C:26]([F:27])([F:28])[F:29])[CH:23]=[CH:24][C:19]=1[C:16]1[CH:17]=[C:18]2[C:13]([C:12](=[O:35])[N:11]3[CH2:36][CH2:37][NH:8][CH2:9][C@H:10]32)=[C:14]([C:31]([F:34])([F:32])[F:33])[CH:15]=1. The yield is 0.970. (3) The reactants are [NH:1]1[C:5]2[CH:6]=[CH:7][CH:8]=[CH:9][C:4]=2[N:3]=[C:2]1[NH2:10].[C:11](N1C=CN=C1)([N:13]1[CH:17]=[CH:16][N:15]=[CH:14]1)=[S:12]. The catalyst is C(#N)C. The product is [NH:1]1[C:5]2[CH:6]=[CH:7][CH:8]=[CH:9][C:4]=2[N:3]=[C:2]1[NH:10][C:11]([N:13]1[CH:17]=[CH:16][N:15]=[CH:14]1)=[S:12]. The yield is 0.770. (4) The reactants are [CH2:1]([C:3]1[CH:8]=[CH:7][C:6](B(O)O)=[CH:5][CH:4]=1)[CH3:2].Br[C:13]1[S:17][C:16]([S:18]([N:21]2[CH:25]=[CH:24][CH:23]=[CH:22]2)(=[O:20])=[O:19])=[CH:15][CH:14]=1. No catalyst specified. The product is [CH2:1]([C:3]1[CH:8]=[CH:7][C:6]([C:13]2[S:17][C:16]([S:18]([N:21]3[CH:25]=[CH:24][CH:23]=[CH:22]3)(=[O:19])=[O:20])=[CH:15][CH:14]=2)=[CH:5][CH:4]=1)[CH3:2]. The yield is 0.810.